This data is from NCI-60 drug combinations with 297,098 pairs across 59 cell lines. The task is: Regression. Given two drug SMILES strings and cell line genomic features, predict the synergy score measuring deviation from expected non-interaction effect. (1) Drug 1: CC12CCC(CC1=CCC3C2CCC4(C3CC=C4C5=CN=CC=C5)C)O. Drug 2: C1CN(CCN1C(=O)CCBr)C(=O)CCBr. Cell line: RXF 393. Synergy scores: CSS=12.1, Synergy_ZIP=-3.97, Synergy_Bliss=-4.54, Synergy_Loewe=-3.19, Synergy_HSA=-1.91. (2) Synergy scores: CSS=22.0, Synergy_ZIP=0.570, Synergy_Bliss=0.695, Synergy_Loewe=-34.2, Synergy_HSA=-0.785. Drug 2: COC1=C2C(=CC3=C1OC=C3)C=CC(=O)O2. Cell line: NCI-H322M. Drug 1: CC1C(C(CC(O1)OC2CC(OC(C2O)C)OC3=CC4=CC5=C(C(=O)C(C(C5)C(C(=O)C(C(C)O)O)OC)OC6CC(C(C(O6)C)O)OC7CC(C(C(O7)C)O)OC8CC(C(C(O8)C)O)(C)O)C(=C4C(=C3C)O)O)O)O. (3) Drug 1: CCC1(CC2CC(C3=C(CCN(C2)C1)C4=CC=CC=C4N3)(C5=C(C=C6C(=C5)C78CCN9C7C(C=CC9)(C(C(C8N6C)(C(=O)OC)O)OC(=O)C)CC)OC)C(=O)OC)O. Drug 2: C1CC(C1)(C2=CC=C(C=C2)C3=C(C=C4C(=N3)C=CN5C4=NNC5=O)C6=CC=CC=C6)N. Cell line: UACC62. Synergy scores: CSS=47.4, Synergy_ZIP=1.27, Synergy_Bliss=0.193, Synergy_Loewe=2.29, Synergy_HSA=5.74. (4) Drug 1: C1=CC=C(C(=C1)C(C2=CC=C(C=C2)Cl)C(Cl)Cl)Cl. Drug 2: C1CN(P(=O)(OC1)NCCCl)CCCl. Cell line: UACC62. Synergy scores: CSS=-0.0105, Synergy_ZIP=0.00183, Synergy_Bliss=0.226, Synergy_Loewe=-1.28, Synergy_HSA=-1.23.